From a dataset of Forward reaction prediction with 1.9M reactions from USPTO patents (1976-2016). Predict the product of the given reaction. Given the reactants Cl.[CH3:2][O:3][C:4](=[O:11])[C@H:5]([CH2:7][CH:8]([CH3:10])[CH3:9])[NH2:6].[Cl:12][C:13]1[CH:14]=[C:15]([NH:20][CH:21]([C:23](O)=[O:24])[CH3:22])[CH:16]=[CH:17][C:18]=1[Cl:19], predict the reaction product. The product is: [CH3:2][O:3][C:4](=[O:11])[C@H:5]([CH2:7][CH:8]([CH3:10])[CH3:9])[NH:6][C:23](=[O:24])[C@H:21]([CH3:22])[NH:20][C:15]1[CH:16]=[CH:17][C:18]([Cl:19])=[C:13]([Cl:12])[CH:14]=1.